This data is from NCI-60 drug combinations with 297,098 pairs across 59 cell lines. The task is: Regression. Given two drug SMILES strings and cell line genomic features, predict the synergy score measuring deviation from expected non-interaction effect. (1) Drug 1: CC1CCC2CC(C(=CC=CC=CC(CC(C(=O)C(C(C(=CC(C(=O)CC(OC(=O)C3CCCCN3C(=O)C(=O)C1(O2)O)C(C)CC4CCC(C(C4)OC)O)C)C)O)OC)C)C)C)OC. Drug 2: CC1CCC2CC(C(=CC=CC=CC(CC(C(=O)C(C(C(=CC(C(=O)CC(OC(=O)C3CCCCN3C(=O)C(=O)C1(O2)O)C(C)CC4CCC(C(C4)OC)OCCO)C)C)O)OC)C)C)C)OC. Cell line: SK-OV-3. Synergy scores: CSS=3.80, Synergy_ZIP=3.40, Synergy_Bliss=6.26, Synergy_Loewe=7.26, Synergy_HSA=5.58. (2) Drug 2: C1C(C(OC1N2C=NC(=NC2=O)N)CO)O. Drug 1: C1=NC2=C(N=C(N=C2N1C3C(C(C(O3)CO)O)F)Cl)N. Cell line: HOP-92. Synergy scores: CSS=20.8, Synergy_ZIP=-5.28, Synergy_Bliss=0.521, Synergy_Loewe=-4.84, Synergy_HSA=-0.00591. (3) Synergy scores: CSS=12.1, Synergy_ZIP=0.430, Synergy_Bliss=4.90, Synergy_Loewe=-35.2, Synergy_HSA=1.77. Cell line: HCT-15. Drug 2: CS(=O)(=O)OCCCCOS(=O)(=O)C. Drug 1: CCC1=CC2CC(C3=C(CN(C2)C1)C4=CC=CC=C4N3)(C5=C(C=C6C(=C5)C78CCN9C7C(C=CC9)(C(C(C8N6C)(C(=O)OC)O)OC(=O)C)CC)OC)C(=O)OC.C(C(C(=O)O)O)(C(=O)O)O. (4) Drug 1: CC(C1=C(C=CC(=C1Cl)F)Cl)OC2=C(N=CC(=C2)C3=CN(N=C3)C4CCNCC4)N. Drug 2: C1=CC(=CC=C1CC(C(=O)O)N)N(CCCl)CCCl.Cl. Cell line: OVCAR-5. Synergy scores: CSS=15.7, Synergy_ZIP=0.683, Synergy_Bliss=4.52, Synergy_Loewe=-2.68, Synergy_HSA=1.06. (5) Drug 1: C1=CC(=CC=C1C#N)C(C2=CC=C(C=C2)C#N)N3C=NC=N3. Drug 2: C#CCC(CC1=CN=C2C(=N1)C(=NC(=N2)N)N)C3=CC=C(C=C3)C(=O)NC(CCC(=O)O)C(=O)O. Cell line: CCRF-CEM. Synergy scores: CSS=67.6, Synergy_ZIP=6.88, Synergy_Bliss=5.65, Synergy_Loewe=-25.3, Synergy_HSA=4.23. (6) Drug 2: CC(C)CN1C=NC2=C1C3=CC=CC=C3N=C2N. Cell line: TK-10. Synergy scores: CSS=0.583, Synergy_ZIP=2.42, Synergy_Bliss=2.54, Synergy_Loewe=2.62, Synergy_HSA=0.242. Drug 1: C1C(C(OC1N2C=C(C(=O)NC2=O)F)CO)O. (7) Drug 1: C1=CC(=CC=C1CCCC(=O)O)N(CCCl)CCCl. Drug 2: CCC1(CC2CC(C3=C(CCN(C2)C1)C4=CC=CC=C4N3)(C5=C(C=C6C(=C5)C78CCN9C7C(C=CC9)(C(C(C8N6C)(C(=O)OC)O)OC(=O)C)CC)OC)C(=O)OC)O.OS(=O)(=O)O. Cell line: HT29. Synergy scores: CSS=54.3, Synergy_ZIP=-4.14, Synergy_Bliss=-2.69, Synergy_Loewe=-33.1, Synergy_HSA=-2.25. (8) Drug 1: CC1=C(C(CCC1)(C)C)C=CC(=CC=CC(=CC(=O)O)C)C. Drug 2: CC(C)(C#N)C1=CC(=CC(=C1)CN2C=NC=N2)C(C)(C)C#N. Cell line: OVCAR-5. Synergy scores: CSS=2.54, Synergy_ZIP=-1.94, Synergy_Bliss=0.0792, Synergy_Loewe=-2.11, Synergy_HSA=-1.37. (9) Drug 1: CC1=C(C(=CC=C1)Cl)NC(=O)C2=CN=C(S2)NC3=CC(=NC(=N3)C)N4CCN(CC4)CCO. Drug 2: CN(CC1=CN=C2C(=N1)C(=NC(=N2)N)N)C3=CC=C(C=C3)C(=O)NC(CCC(=O)O)C(=O)O. Cell line: UACC62. Synergy scores: CSS=44.7, Synergy_ZIP=-2.06, Synergy_Bliss=-2.15, Synergy_Loewe=-4.79, Synergy_HSA=-0.0857.